This data is from Peptide-MHC class II binding affinity with 134,281 pairs from IEDB. The task is: Regression. Given a peptide amino acid sequence and an MHC pseudo amino acid sequence, predict their binding affinity value. This is MHC class II binding data. (1) The peptide sequence is GSDPKKLVLDIKYTR. The MHC is DRB1_1501 with pseudo-sequence DRB1_1501. The binding affinity (normalized) is 0.122. (2) The peptide sequence is VNWEVIIMDEAHFLD. The MHC is DRB1_0701 with pseudo-sequence DRB1_0701. The binding affinity (normalized) is 0.602.